The task is: Regression. Given a peptide amino acid sequence and an MHC pseudo amino acid sequence, predict their binding affinity value. This is MHC class I binding data.. This data is from Peptide-MHC class I binding affinity with 185,985 pairs from IEDB/IMGT. (1) The peptide sequence is VQIENLEYT. The MHC is HLA-A02:06 with pseudo-sequence HLA-A02:06. The binding affinity (normalized) is 0.757. (2) The MHC is HLA-A02:02 with pseudo-sequence HLA-A02:02. The peptide sequence is NLFSKNILK. The binding affinity (normalized) is 0.104.